Dataset: NCI-60 drug combinations with 297,098 pairs across 59 cell lines. Task: Regression. Given two drug SMILES strings and cell line genomic features, predict the synergy score measuring deviation from expected non-interaction effect. (1) Drug 1: CC(C1=C(C=CC(=C1Cl)F)Cl)OC2=C(N=CC(=C2)C3=CN(N=C3)C4CCNCC4)N. Drug 2: CNC(=O)C1=NC=CC(=C1)OC2=CC=C(C=C2)NC(=O)NC3=CC(=C(C=C3)Cl)C(F)(F)F. Cell line: DU-145. Synergy scores: CSS=5.64, Synergy_ZIP=-6.64, Synergy_Bliss=-9.79, Synergy_Loewe=-15.3, Synergy_HSA=-11.2. (2) Drug 1: COC1=NC(=NC2=C1N=CN2C3C(C(C(O3)CO)O)O)N. Drug 2: C1=CC=C(C=C1)NC(=O)CCCCCCC(=O)NO. Cell line: OVCAR3. Synergy scores: CSS=0.252, Synergy_ZIP=1.90, Synergy_Bliss=6.66, Synergy_Loewe=-7.54, Synergy_HSA=-3.03. (3) Synergy scores: CSS=13.8, Synergy_ZIP=1.62, Synergy_Bliss=4.83, Synergy_Loewe=-6.46, Synergy_HSA=1.82. Drug 1: C1CCC(CC1)NC(=O)N(CCCl)N=O. Cell line: NCI-H522. Drug 2: CN(C)C1=NC(=NC(=N1)N(C)C)N(C)C. (4) Synergy scores: CSS=20.6, Synergy_ZIP=-5.76, Synergy_Bliss=-0.506, Synergy_Loewe=-5.45, Synergy_HSA=-2.94. Drug 2: CCN(CC)CCNC(=O)C1=C(NC(=C1C)C=C2C3=C(C=CC(=C3)F)NC2=O)C. Drug 1: CC1OCC2C(O1)C(C(C(O2)OC3C4COC(=O)C4C(C5=CC6=C(C=C35)OCO6)C7=CC(=C(C(=C7)OC)O)OC)O)O. Cell line: TK-10.